Dataset: Peptide-MHC class I binding affinity with 185,985 pairs from IEDB/IMGT. Task: Regression. Given a peptide amino acid sequence and an MHC pseudo amino acid sequence, predict their binding affinity value. This is MHC class I binding data. (1) The peptide sequence is GTEKLTITY. The MHC is HLA-A30:01 with pseudo-sequence HLA-A30:01. The binding affinity (normalized) is 0.0847. (2) The peptide sequence is WLSYFVASFR. The MHC is HLA-A03:01 with pseudo-sequence HLA-A03:01. The binding affinity (normalized) is 0.627. (3) The peptide sequence is QMRDVLGTF. The MHC is HLA-B15:09 with pseudo-sequence HLA-B15:09. The binding affinity (normalized) is 0.0847. (4) The peptide sequence is VTCGNGIQVR. The binding affinity (normalized) is 0.437. The MHC is HLA-A68:01 with pseudo-sequence HLA-A68:01. (5) The peptide sequence is GPGAGSLQPLAL. The MHC is HLA-A11:01 with pseudo-sequence HLA-A11:01. The binding affinity (normalized) is 0. (6) The peptide sequence is FLIRQLIRL. The MHC is HLA-A02:01 with pseudo-sequence HLA-A02:01. The binding affinity (normalized) is 0.984. (7) The peptide sequence is DMMFINSTCY. The MHC is HLA-A33:01 with pseudo-sequence HLA-A33:01. The binding affinity (normalized) is 0.373. (8) The peptide sequence is KLVALGINAV. The MHC is HLA-A03:01 with pseudo-sequence HLA-A03:01. The binding affinity (normalized) is 0.102.